This data is from Forward reaction prediction with 1.9M reactions from USPTO patents (1976-2016). The task is: Predict the product of the given reaction. (1) Given the reactants [F:1][C:2]1[CH:3]=[C:4]([CH:14]=[C:15]([F:17])[CH:16]=1)[C:5]([CH3:13])([CH3:12])[C@@H:6]([C:9]([OH:11])=[O:10])[NH:7][CH3:8].F[P-](F)(F)(F)(F)F.N1(O[P+](N2CCCC2)(N2CCCC2)N2CCCC2)C2C=CC=CC=2N=N1.C(N(C(C)C)CC)(C)C.Cl.[CH3:61]/[C:62](=[CH:68]\[C@@H:69]([N:73]([CH3:82])[C:74](=[O:81])[C@H:75]([C:77]([CH3:80])([CH3:79])[CH3:78])[NH2:76])[CH:70]([CH3:72])[CH3:71])/[C:63]([O:65][CH2:66][CH3:67])=[O:64], predict the reaction product. The product is: [F:17][C:15]1[CH:14]=[C:4]([CH:3]=[C:2]([F:1])[CH:16]=1)[C:5]([CH3:13])([CH3:12])[C@@H:6]([C:9]([NH:76][C@H:75]([C:74]([N:73]([C@@H:69]([CH:70]([CH3:71])[CH3:72])/[CH:68]=[C:62](\[CH3:61])/[C:63]([O:65][CH2:66][CH3:67])=[O:64])[CH3:82])=[O:81])[C:77]([CH3:79])([CH3:80])[CH3:78])=[O:11])[NH:7][CH3:8].[F:1][C:2]1[CH:3]=[C:4]([CH:14]=[C:15]([F:17])[CH:16]=1)[C:5]([CH3:13])([CH3:12])[C@H:6]([C:9]([NH:76][C@H:75]([C:74]([N:73]([C@@H:69]([CH:70]([CH3:72])[CH3:71])/[CH:68]=[C:62](\[CH3:61])/[C:63]([O:65][CH2:66][CH3:67])=[O:64])[CH3:82])=[O:81])[C:77]([CH3:79])([CH3:78])[CH3:80])=[O:10])[NH:7][CH3:8]. (2) The product is: [F:31][C:28]([F:29])([F:30])[C:20]1[CH:19]=[C:18]([NH:17][NH:16][C:14](=[O:15])[CH:13]([C:32]2[CH:37]=[CH:36][CH:35]=[CH:34][C:33]=2[Cl:38])[N:10]2[CH2:11][CH2:12][NH:7][CH2:8][CH2:9]2)[CH:23]=[C:22]([C:24]([F:25])([F:27])[F:26])[CH:21]=1. Given the reactants CC(OC([N:7]1[CH2:12][CH2:11][N:10]([CH:13]([C:32]2[CH:37]=[CH:36][CH:35]=[CH:34][C:33]=2[Cl:38])[C:14]([NH:16][NH:17][C:18]2[CH:23]=[C:22]([C:24]([F:27])([F:26])[F:25])[CH:21]=[C:20]([C:28]([F:31])([F:30])[F:29])[CH:19]=2)=[O:15])[CH2:9][CH2:8]1)=O)C, predict the reaction product. (3) Given the reactants [Br:1]C1C(C)=NC(C2C=CC(Cl)=CC=2Cl)=C(C)N=1.[Cl:18][C:19]1[CH:24]=[C:23]([Cl:25])[CH:22]=[CH:21][C:20]=1[C:26]1[C:27]([CH2:35][CH3:36])=[N+:28]([O-])[CH:29]=[C:30]([CH2:32][CH3:33])[N:31]=1, predict the reaction product. The product is: [Br:1][C:29]1[C:30]([CH2:32][CH3:33])=[N:31][C:26]([C:20]2[CH:21]=[CH:22][C:23]([Cl:25])=[CH:24][C:19]=2[Cl:18])=[C:27]([CH2:35][CH3:36])[N:28]=1. (4) Given the reactants [Cl:1][C:2]1[N:7]=[CH:6][C:5]([OH:8])=[CH:4][CH:3]=1.Br[CH2:10][C:11]1[CH:16]=[CH:15][CH:14]=[CH:13][CH:12]=1.C(=O)([O-])[O-].[K+].[K+].CN(C=O)C, predict the reaction product. The product is: [CH2:10]([O:8][C:5]1[CH:4]=[CH:3][C:2]([Cl:1])=[N:7][CH:6]=1)[C:11]1[CH:16]=[CH:15][CH:14]=[CH:13][CH:12]=1. (5) Given the reactants [NH2:1][C:2]1[CH:7]=[N:6][C:5]([Br:8])=[CH:4][N:3]=1.Br[CH2:10][C:11]([C:13]1[CH:18]=[CH:17][CH:16]=[C:15]([O:19][CH3:20])[CH:14]=1)=O.[OH-].[Na+], predict the reaction product. The product is: [Br:8][C:5]1[N:6]=[CH:7][C:2]2[N:3]([CH:10]=[C:11]([C:13]3[CH:18]=[CH:17][CH:16]=[C:15]([O:19][CH3:20])[CH:14]=3)[N:1]=2)[CH:4]=1. (6) Given the reactants [NH2:1][N+:2]1[CH:7]=[CH:6][C:5]([Br:8])=[CH:4][C:3]=1[NH2:9].CC1C=C(C)C=C(C)C=1S([O-])(=O)=O.[CH3:23][O:24][C:25]1[CH:26]=[C:27]([CH:31]=[CH:32][CH:33]=1)[C:28](Cl)=O, predict the reaction product. The product is: [Br:8][C:5]1[CH:6]=[CH:7][N:2]2[N:1]=[C:28]([C:27]3[CH:31]=[CH:32][CH:33]=[C:25]([O:24][CH3:23])[CH:26]=3)[N:9]=[C:3]2[CH:4]=1.